Dataset: CYP1A2 inhibition data for predicting drug metabolism from PubChem BioAssay. Task: Regression/Classification. Given a drug SMILES string, predict its absorption, distribution, metabolism, or excretion properties. Task type varies by dataset: regression for continuous measurements (e.g., permeability, clearance, half-life) or binary classification for categorical outcomes (e.g., BBB penetration, CYP inhibition). Dataset: cyp1a2_veith. (1) The molecule is O=C(c1csnn1)N1CCC2(CC1)CN(c1ccccn1)C2. The result is 0 (non-inhibitor). (2) The drug is Cc1nnc(NCc2ccco2)s1. The result is 0 (non-inhibitor). (3) The compound is COC(=O)[C@H]1C(=O)c2ccccc2O[C@@](C(=O)OC)(c2ccccc2)[C@@H]1c1ccccc1. The result is 0 (non-inhibitor). (4) The drug is CCC/C=C(\CCC)C(NP(=O)(c1ccccc1)c1ccccc1)c1ccc(C(F)(F)F)cc1. The result is 0 (non-inhibitor). (5) The drug is CC(=O)N(CC(=O)O)c1ccccc1C(=O)O. The result is 0 (non-inhibitor). (6) The compound is CN(C)CCCn1c2c3ccccc3ccc2c2oc(=O)c3ccccc3c21.Cl. The result is 1 (inhibitor). (7) The molecule is O=C1OC2CC3CC1CC(O)(C3)C2. The result is 0 (non-inhibitor).